From a dataset of Forward reaction prediction with 1.9M reactions from USPTO patents (1976-2016). Predict the product of the given reaction. (1) Given the reactants S(=O)(O)[O-].[Na+].C([K])#N.[C:9](=[O:12])([O-])[O-].[NH4+:13].[NH4+:14].[Br:15][C:16]1[CH:25]=[C:24]2[C:19]([CH2:20][C:21]([CH3:28])([CH3:27])[CH2:22][C:23]2=O)=[CH:18][CH:17]=1.[CH2:29]([OH:31])C, predict the reaction product. The product is: [Br:15][C:16]1[CH:25]=[C:24]2[C:19]([CH2:20][C:21]([CH3:28])([CH3:27])[CH2:22][C:23]32[C:29](=[O:31])[NH:14][C:9](=[O:12])[NH:13]3)=[CH:18][CH:17]=1. (2) Given the reactants [CH2:1]([CH:3]([CH2:6][CH2:7][CH2:8][CH3:9])[CH2:4][OH:5])[CH3:2].[CH:10]1([C:20]([O:22]C)=O)[CH2:15][CH2:14][CH:13]([C:16]([O:18][CH3:19])=[O:17])[CH2:12][CH2:11]1, predict the reaction product. The product is: [CH2:1]([CH:3]([CH2:6][CH2:7][CH2:8][CH3:9])[CH2:4][O:5][C:20]([CH:10]1[CH2:11][CH2:12][CH:13]([C:16]([O:18][CH2:19][CH:3]([CH2:1][CH3:2])[CH2:6][CH2:7][CH2:8][CH3:9])=[O:17])[CH2:14][CH2:15]1)=[O:22])[CH3:2]. (3) Given the reactants [N+:1]([C:4]1[CH:5]=[C:6]([C:14]2[O:15][C:16]3[CH:22]=[CH:21][C:20](Br)=[CH:19][C:17]=3[N:18]=2)[C:7]([NH:10][CH2:11][CH2:12][CH3:13])=[CH:8][CH:9]=1)([O-:3])=[O:2].[S:24]1[C:28]2[CH:29]=[CH:30][CH:31]=[CH:32][C:27]=2[CH:26]=[C:25]1B(O)O, predict the reaction product. The product is: [N+:1]([C:4]1[CH:5]=[C:6]([C:14]2[O:15][C:16]3[CH:22]=[CH:21][C:20]([C:25]4[S:24][C:28]5[CH:29]=[CH:30][CH:31]=[CH:32][C:27]=5[CH:26]=4)=[CH:19][C:17]=3[N:18]=2)[C:7]([NH:10][CH2:11][CH2:12][CH3:13])=[CH:8][CH:9]=1)([O-:3])=[O:2]. (4) Given the reactants Cl.[CH:2]1([N:5]([CH:19]2[CH2:24][CH2:23][CH2:22][NH:21][CH2:20]2)[S:6]([C:9]2[CH:14]=[CH:13][CH:12]=[C:11]([C:15]([F:18])([F:17])[F:16])[CH:10]=2)(=[O:8])=[O:7])[CH2:4][CH2:3]1.C([N:27]([CH2:30][CH3:31])CC)C.ON1[C:37]2C=CC=[CH:41][C:36]=2N=N1.N(C(OC(C)C)=O)=N[C:44](OC(C)C)=[O:45], predict the reaction product. The product is: [NH2:27][C@@H:30]([CH2:31][CH:36]([CH3:41])[CH3:37])[C:44]([N:21]1[CH2:22][CH2:23][CH2:24][CH:19]([N:5]([CH:2]2[CH2:4][CH2:3]2)[S:6]([C:9]2[CH:14]=[CH:13][CH:12]=[C:11]([C:15]([F:18])([F:16])[F:17])[CH:10]=2)(=[O:7])=[O:8])[CH2:20]1)=[O:45].